From a dataset of Forward reaction prediction with 1.9M reactions from USPTO patents (1976-2016). Predict the product of the given reaction. (1) The product is: [ClH:55].[F:8][C:7]1[CH:6]=[CH:5][CH:4]=[C:3]2[C:2]=1[O:21][CH:20]([C:22]1[CH:23]=[CH:24][C:25]([O:28][CH2:29][CH2:30][N:31]3[CH2:36][CH2:35][CH2:34][CH2:33][CH2:32]3)=[CH:26][CH:27]=1)[C:10]1[C:9]2=[CH:18][CH:17]=[C:16]2[C:11]=1[CH:12]=[CH:13][C:14]([OH:19])=[CH:15]2. Given the reactants F[C:2]1[C:7]([F:8])=[CH:6][CH:5]=[CH:4][C:3]=1[C:9]1[CH:18]=[CH:17][C:16]2[C:11](=[CH:12][CH:13]=[C:14]([OH:19])[CH:15]=2)[C:10]=1[C:20]([C:22]1[CH:27]=[CH:26][C:25]([O:28][CH2:29][CH2:30][N:31]2[CH2:36][CH2:35][CH2:34][CH2:33][CH2:32]2)=[CH:24][CH:23]=1)=[O:21].C([BH-](CC)CC)C.[Li+].C(O)(C)C.C(=O)(O)[O-].[Na+].C(Cl)(Cl)[Cl:55].C(O)(C)C, predict the reaction product. (2) Given the reactants [CH3:1][C@:2]12[C@@H:11]3[CH2:12][CH2:13][C@@:14]4([O:19][C@@H:20]5[O:25][C@H:24]([CH2:26][OH:27])[C@@H:23]([OH:28])[C@H:22]([O:29][C@@H:30]6[O:35][C@H:34]([CH2:36][OH:37])[C@@H:33]([OH:38])[C@H:32]([OH:39])[C@H:31]6[OH:40])[C@H:21]5[O:41][C@@H:42]5[O:47][C@H:46]([CH2:48][OH:49])[C@@H:45]([OH:50])[C@H:44]([OH:51])[C@H:43]5[OH:52])[C:16]([CH2:18][C@@:10]3([CH2:15]4)[CH2:9][CH2:8][C@@H:7]1[C@@:6]([C:54]([O:56][C@@H:57]1[O:62][C@H:61]([CH2:63][OH:64])[C@@H:60]([OH:65])[C@H:59]([OH:66])[C@H:58]1[O:67][C@@H:68]1[O:73][C@H:72]([CH2:74][OH:75])[C@@H:71]([OH:76])[C@H:70]([OH:77])[C@H:69]1[OH:78])=[O:55])([CH3:53])[CH2:5][CH2:4][CH2:3]2)=[CH2:17].[O:79]=[CH:80][C@@H:81]([C@H:83]([C@@H:85]([C@@H:87]([CH2:89][OH:90])[OH:88])[OH:86])[OH:84])O, predict the reaction product. The product is: [CH3:1][C@:2]12[C@@H:11]3[CH2:12][CH2:13][C@@:14]4([O:19][C@@H:20]5[O:25][C@H:24]([CH2:26][OH:27])[C@@H:23]([OH:28])[C@H:22]([O:29][C@@H:30]6[O:35][C@H:34]([CH2:36][OH:37])[C@@H:33]([OH:38])[C@H:32]([OH:39])[C@H:31]6[OH:40])[C@H:21]5[O:41][C@@H:42]5[O:47][C@H:46]([CH2:48][OH:49])[C@@H:45]([OH:50])[C@H:44]([OH:51])[C@H:43]5[OH:52])[C:16]([CH2:18][C@@:10]3([CH2:15]4)[CH2:9][CH2:8][C@@H:7]1[C@@:6]([C:54]([O:56][C@@H:57]1[O:62][C@H:61]([CH2:63][OH:64])[C@@H:60]([OH:65])[C@H:59]([O:66][C@@H:89]3[O:90][C@H:81]([CH2:80][OH:79])[C@@H:83]([OH:84])[C@H:85]([OH:86])[C@H:87]3[OH:88])[C@H:58]1[O:67][C@@H:68]1[O:73][C@H:72]([CH2:74][OH:75])[C@@H:71]([OH:76])[C@H:70]([OH:77])[C@H:69]1[OH:78])=[O:55])([CH3:53])[CH2:5][CH2:4][CH2:3]2)=[CH2:17]. (3) Given the reactants [NH2:1][C:2]([C@@H:4]([NH:9][C:10]([N:12]1[C:16]2[CH:17]=[CH:18][CH:19]=[CH:20][C:15]=2[N:14]([CH2:21][CH2:22][C:23]([NH:26]C(=O)OC(C)(C)C)([CH3:25])[CH3:24])[C:13]1=[O:34])=[O:11])[C:5]([CH3:8])([CH3:7])[CH3:6])=[O:3].[ClH:35].CO, predict the reaction product. The product is: [ClH:35].[NH2:1][C:2]([C@@H:4]([NH:9][C:10]([N:12]1[C:16]2[CH:17]=[CH:18][CH:19]=[CH:20][C:15]=2[N:14]([CH2:21][CH2:22][C:23]([NH2:26])([CH3:25])[CH3:24])[C:13]1=[O:34])=[O:11])[C:5]([CH3:7])([CH3:8])[CH3:6])=[O:3]. (4) Given the reactants [C:1]([C:4]1[S:5][CH:6]=[CH:7][CH:8]=1)(=[O:3])[CH3:2].[Al+3].[Cl-].[Cl-].[Cl-].[Br:13]Br.Cl, predict the reaction product. The product is: [Br:13][C:7]1[CH:8]=[C:4]([C:1](=[O:3])[CH3:2])[S:5][CH:6]=1. (5) Given the reactants C1(=O)[N:5]([C:6]2[C:7]3[CH:14]=[CH:13][N:12]([C@@H:15]4[O:30][C@H:29]([CH2:31][O:32]C(C5C=CC(C)=CC=5)=O)[C@@H:18]([O:19]C(C5C=CC(C)=CC=5)=O)[C@@:16]4([CH3:42])[OH:17])[C:8]=3[N:9]=[CH:10][N:11]=2)C(=O)C2=CC=CC=C12.C(N)CCC, predict the reaction product. The product is: [NH2:5][C:6]1[C:7]2[CH:14]=[CH:13][N:12]([C@@H:15]3[O:30][C@H:29]([CH2:31][OH:32])[C@@H:18]([OH:19])[C@@:16]3([CH3:42])[OH:17])[C:8]=2[N:9]=[CH:10][N:11]=1. (6) Given the reactants [Br:1][C:2]1[CH:7]=[CH:6][C:5]([CH:8]([OH:13])[C:9]([F:12])([F:11])[F:10])=[CH:4][CH:3]=1.N1C(C)=CC=CC=1C.[S:22](O[S:22]([C:25]([F:28])([F:27])[F:26])(=[O:24])=[O:23])([C:25]([F:28])([F:27])[F:26])(=[O:24])=[O:23], predict the reaction product. The product is: [F:26][C:25]([F:28])([F:27])[S:22]([O:13][CH:8]([C:5]1[CH:6]=[CH:7][C:2]([Br:1])=[CH:3][CH:4]=1)[C:9]([F:11])([F:12])[F:10])(=[O:24])=[O:23]. (7) The product is: [O:10]=[C:1]1[C:2]2[CH:8]=[CH:7][CH:6]=[CH:5][C:3]=2[S:4][C:26]([C:22]2[CH:21]=[C:20]([NH:19][C:17](=[O:18])[O:16][C:12]([CH3:14])([CH3:13])[CH3:15])[CH:25]=[CH:24][N:23]=2)=[N:27]1. Given the reactants [C:1]([O:10]C)(=O)[C:2]1[C:3](=[CH:5][CH:6]=[CH:7][CH:8]=1)[SH:4].[C:12]([O:16][C:17]([NH:19][C:20]1[CH:25]=[CH:24][N:23]=[C:22]([C:26]#[N:27])[CH:21]=1)=[O:18])([CH3:15])([CH3:14])[CH3:13].C(N(CC)CC)C, predict the reaction product. (8) Given the reactants [CH3:1][O:2][C:3]1[CH:4]=[C:5]([CH:9]2[CH2:11][CH:10]2[C:12]([O:14]CC)=[O:13])[CH:6]=[CH:7][CH:8]=1, predict the reaction product. The product is: [CH3:1][O:2][C:3]1[CH:4]=[C:5]([CH:9]2[CH2:11][CH:10]2[C:12]([OH:14])=[O:13])[CH:6]=[CH:7][CH:8]=1. (9) Given the reactants [CH2:1]([O:8][C@@H:9]1[C@@H:14]([O:15][CH2:16][C:17]2[CH:22]=[CH:21][CH:20]=[CH:19][CH:18]=2)[C@H:13]([O:23][CH2:24][C:25]2[CH:30]=[CH:29][CH:28]=[CH:27][CH:26]=2)[C@@H:12]([CH2:31][O:32][CH2:33][C:34]2[CH:39]=[CH:38][CH:37]=[CH:36][CH:35]=2)[CH2:11][C@@:10]1([C:41]1[CH:46]=[CH:45][C:44]([O:47][CH3:48])=[C:43]([CH2:49][C:50]2[CH:55]=[CH:54][C:53]([CH2:56][CH3:57])=[CH:52][CH:51]=2)[CH:42]=1)O)[C:2]1[CH:7]=[CH:6][CH:5]=[CH:4][CH:3]=1.C([SiH](CC)CC)C.C(=O)([O-])O.[Na+], predict the reaction product. The product is: [CH2:56]([C:53]1[CH:52]=[CH:51][C:50]([CH2:49][C:43]2[CH:42]=[C:41]([C@@H:10]3[CH2:11][C@H:12]([CH2:31][O:32][CH2:33][C:34]4[CH:39]=[CH:38][CH:37]=[CH:36][CH:35]=4)[C@@H:13]([O:23][CH2:24][C:25]4[CH:26]=[CH:27][CH:28]=[CH:29][CH:30]=4)[C@H:14]([O:15][CH2:16][C:17]4[CH:18]=[CH:19][CH:20]=[CH:21][CH:22]=4)[C@H:9]3[O:8][CH2:1][C:2]3[CH:3]=[CH:4][CH:5]=[CH:6][CH:7]=3)[CH:46]=[CH:45][C:44]=2[O:47][CH3:48])=[CH:55][CH:54]=1)[CH3:57]. (10) Given the reactants [NH2:1][C:2]1[CH:7]=[CH:6][C:5]([N:8]2[CH:13]=[CH:12][N:11]=[CH:10][C:9]2=[O:14])=[CH:4][C:3]=1[F:15].Cl[C:17]([O:19][C:20]1[CH:25]=[CH:24][C:23]([N+:26]([O-:28])=[O:27])=[CH:22][CH:21]=1)=[O:18], predict the reaction product. The product is: [N+:26]([C:23]1[CH:22]=[CH:21][C:20]([O:19][C:17](=[O:18])[NH:1][C:2]2[CH:7]=[CH:6][C:5]([N:8]3[CH:13]=[CH:12][N:11]=[CH:10][C:9]3=[O:14])=[CH:4][C:3]=2[F:15])=[CH:25][CH:24]=1)([O-:28])=[O:27].